Dataset: Plasma protein binding rate (PPBR) regression data from AstraZeneca. Task: Regression/Classification. Given a drug SMILES string, predict its absorption, distribution, metabolism, or excretion properties. Task type varies by dataset: regression for continuous measurements (e.g., permeability, clearance, half-life) or binary classification for categorical outcomes (e.g., BBB penetration, CYP inhibition). For this dataset (ppbr_az), we predict Y. The compound is COc1ccc2c(c1)N(CCN1CCC(NCc3cc4c(cn3)OCCO4)CC1)C(=O)CS2. The Y is 90.5 %.